This data is from Forward reaction prediction with 1.9M reactions from USPTO patents (1976-2016). The task is: Predict the product of the given reaction. (1) Given the reactants COC([C:5]1[C:9]2[N:10]=[CH:11][N:12]([CH2:15][C:16]([C:18]3[CH:23]=[CH:22][CH:21]=[C:20]([O:24][CH3:25])[CH:19]=3)=[O:17])[C:13](=[O:14])[C:8]=2[N:7]([CH2:26][C:27]2[CH:32]=[CH:31][CH:30]=[CH:29][CH:28]=2)[C:6]=1[N:33]1[CH2:38][CH2:37][CH2:36][C@H:35]([NH:39]C(OC(C)(C)C)=O)[CH2:34]1)=O.[OH-].[Li+], predict the reaction product. The product is: [NH2:39][C@H:35]1[CH2:36][CH2:37][CH2:38][N:33]([C:6]2[N:7]([CH2:26][C:27]3[CH:28]=[CH:29][CH:30]=[CH:31][CH:32]=3)[C:8]3[C:13](=[O:14])[N:12]([CH2:15][C:16]([C:18]4[CH:23]=[CH:22][CH:21]=[C:20]([O:24][CH3:25])[CH:19]=4)=[O:17])[CH:11]=[N:10][C:9]=3[CH:5]=2)[CH2:34]1. (2) Given the reactants [OH:1][C:2]1[CH:11]=[C:10]2[C:5]([CH2:6][CH2:7][CH2:8][C:9]2=[O:12])=[CH:4][CH:3]=1.Br[CH2:14][C:15]([O:17][CH2:18][CH3:19])=[O:16].C(=O)([O-])[O-].[K+].[K+], predict the reaction product. The product is: [O:12]=[C:9]1[CH2:8][CH2:7][CH2:6][C:5]2[CH:4]=[CH:3][C:2]([O:1][CH2:14][C:15]([O:17][CH2:18][CH3:19])=[O:16])=[CH:11][C:10]1=2. (3) Given the reactants CCN(C(C)C)C(C)C.Cl.Cl.[CH3:12][C@H:13]1[C:21]2[C:20]([N:22]3[CH2:27][CH2:26][NH:25][CH2:24][CH2:23]3)=[N:19][CH:18]=[N:17][C:16]=2[CH2:15][CH2:14]1.[C:28]([O:32][C:33]([NH:35][CH2:36][CH2:37][C:38]([C:43]1[CH:48]=[CH:47][C:46]([Cl:49])=[CH:45][CH:44]=1)([CH3:42])[C:39](O)=[O:40])=[O:34])([CH3:31])([CH3:30])[CH3:29].F[P-](F)(F)(F)(F)F.N1(OC(N(C)C)=[N+](C)C)C2C=CC=CC=2N=N1, predict the reaction product. The product is: [Cl:49][C:46]1[CH:47]=[CH:48][C:43]([C:38]([CH3:42])([C:39]([N:25]2[CH2:26][CH2:27][N:22]([C:20]3[C:21]4[C@H:13]([CH3:12])[CH2:14][CH2:15][C:16]=4[N:17]=[CH:18][N:19]=3)[CH2:23][CH2:24]2)=[O:40])[CH2:37][CH2:36][NH:35][C:33](=[O:34])[O:32][C:28]([CH3:30])([CH3:31])[CH3:29])=[CH:44][CH:45]=1. (4) Given the reactants [NH:1]1[CH2:4][CH:3]([N:5]2[CH2:10][CH2:9][CH:8]([C:11]3[C:12]([Cl:35])=[C:13]([NH:19][C:20]4[N:25]=[C:24]([NH:26][CH:27]5[CH2:29][CH2:28]5)[C:23]5=[N:30][CH:31]=[C:32]([C:33]#[N:34])[N:22]5[N:21]=4)[CH:14]=[C:15]([C:17]#[N:18])[CH:16]=3)[CH2:7][CH2:6]2)[CH2:2]1.[CH3:36][S:37](Cl)(=[O:39])=[O:38], predict the reaction product. The product is: [Cl:35][C:12]1[C:11]([CH:8]2[CH2:7][CH2:6][N:5]([CH:3]3[CH2:2][N:1]([S:37]([CH3:36])(=[O:39])=[O:38])[CH2:4]3)[CH2:10][CH2:9]2)=[CH:16][C:15]([C:17]#[N:18])=[CH:14][C:13]=1[NH:19][C:20]1[N:25]=[C:24]([NH:26][CH:27]2[CH2:28][CH2:29]2)[C:23]2=[N:30][CH:31]=[C:32]([C:33]#[N:34])[N:22]2[N:21]=1. (5) Given the reactants [NH2:1][C:2]1[CH:20]=[CH:19][CH:18]=[CH:17][C:3]=1[C:4]([NH:6][C:7]1[CH:12]=[CH:11][CH:10]=[C:9]([C:13]([F:16])([F:15])[F:14])[CH:8]=1)=[O:5].[Br:21][C:22]1[CH:23]=[C:24]([CH:30]=O)[CH:25]=[N:26][C:27]=1[O:28][CH3:29].C12(CS(O)(=O)=O)C(C)(C)C(CC1)CC2=O.O, predict the reaction product. The product is: [F:16][C:13]([F:14])([F:15])[C:9]1[CH:8]=[C:7]([N:6]2[C:4](=[O:5])[C:3]3[C:2](=[CH:20][CH:19]=[CH:18][CH:17]=3)[NH:1][CH:30]2[C:24]2[CH:25]=[N:26][C:27]([O:28][CH3:29])=[C:22]([Br:21])[CH:23]=2)[CH:12]=[CH:11][CH:10]=1. (6) Given the reactants [F:1][C:2]1[S:43][C:5]2[C:6](=[O:42])[N:7](COCC[Si](C)(C)C)[C:8]3[C:9]([CH3:33])=[CH:10][C:11]([O:31]C)=[C:12]([C:14]4[CH:19]=[CH:18][C:17]([C@@H:20]([CH3:30])[CH2:21][NH:22]C(=O)OC(C)(C)C)=[CH:16][CH:15]=4)[C:13]=3[C:4]=2[CH:3]=1.B(Br)(Br)Br, predict the reaction product. The product is: [NH2:22][CH2:21][C@@H:20]([C:17]1[CH:18]=[CH:19][C:14]([C:12]2[C:13]3[C:4]4[CH:3]=[C:2]([F:1])[S:43][C:5]=4[C:6](=[O:42])[NH:7][C:8]=3[C:9]([CH3:33])=[CH:10][C:11]=2[OH:31])=[CH:15][CH:16]=1)[CH3:30]. (7) The product is: [F:1][C:2]1[C:11]2[O:10][CH2:9][C@H:8]3[C@@H:12]([NH:24][C:25]([NH:26][C:27]4[CH:23]=[CH:22][N:19]=[CH:20][N:28]=4)=[O:38])[C@H:7]3[C:6]=2[C:5]([F:16])=[CH:4][CH:3]=1. Given the reactants [F:1][C:2]1[C:11]2[O:10][CH2:9][C@H:8]3[C@@H:12](C(O)=O)[C@H:7]3[C:6]=2[C:5]([F:16])=[CH:4][CH:3]=1.C([N:19]([CH2:22][CH3:23])[CH2:20]C)C.[NH2:24][C:25]1C=C[N:28]=[CH:27][N:26]=1.C1C=CC(P(N=[N+]=[N-])(C2C=CC=CC=2)=[O:38])=CC=1, predict the reaction product. (8) Given the reactants Cl[C:2]1[CH:3]=[CH:4][C:5]2[CH2:6][N:7]([CH3:19])[CH2:8][CH:9]([C:13]3[CH:18]=[CH:17][CH:16]=[CH:15][CH:14]=3)[O:10][C:11]=2[N:12]=1.[CH3:20][C:21]1[N:22]([C:26]2[N:31]=[CH:30][C:29]([NH2:32])=[CH:28][CH:27]=2)[CH:23]=[CH:24][N:25]=1, predict the reaction product. The product is: [CH3:19][N:7]1[CH2:6][C:5]2[CH:4]=[CH:3][C:2]([NH:32][C:29]3[CH:30]=[N:31][C:26]([N:22]4[CH:23]=[CH:24][N:25]=[C:21]4[CH3:20])=[CH:27][CH:28]=3)=[N:12][C:11]=2[O:10][CH:9]([C:13]2[CH:18]=[CH:17][CH:16]=[CH:15][CH:14]=2)[CH2:8]1. (9) Given the reactants Br[C:2]1[CH:3]=[CH:4][C:5]([S:8]([NH:11][CH2:12][CH2:13][NH:14][S:15]([CH3:18])(=[O:17])=[O:16])(=[O:10])=[O:9])=[N:6][CH:7]=1.[F:19][C:20]1[CH:28]=[C:27]2[C:23]([C:24](B3OC(C)(C)C(C)(C)O3)=[CH:25][N:26]2[C:29]([O:31][C:32]([CH3:35])([CH3:34])[CH3:33])=[O:30])=[CH:22][CH:21]=1, predict the reaction product. The product is: [F:19][C:20]1[CH:28]=[C:27]2[C:23]([C:24]([C:2]3[CH:7]=[N:6][C:5]([S:8](=[O:10])(=[O:9])[NH:11][CH2:12][CH2:13][NH:14][S:15]([CH3:18])(=[O:17])=[O:16])=[CH:4][CH:3]=3)=[CH:25][N:26]2[C:29]([O:31][C:32]([CH3:35])([CH3:34])[CH3:33])=[O:30])=[CH:22][CH:21]=1.